Dataset: Catalyst prediction with 721,799 reactions and 888 catalyst types from USPTO. Task: Predict which catalyst facilitates the given reaction. The catalyst class is: 51. Reactant: [NH2:1][C:2]1[CH:7]=[CH:6][C:5]([N:8]2[C:13](=[O:14])[CH:12]=[CH:11][N:10]=[CH:9]2)=[CH:4][CH:3]=1.Cl.Cl[CH2:17][CH2:18][NH:19][CH2:20][CH2:21]Cl.C(=O)([O-])[O-].[K+].[K+]. Product: [N:1]1([C:2]2[CH:3]=[CH:4][C:5]([N:8]3[C:13](=[O:14])[CH:12]=[CH:11][N:10]=[CH:9]3)=[CH:6][CH:7]=2)[CH2:21][CH2:20][NH:19][CH2:18][CH2:17]1.